From a dataset of Full USPTO retrosynthesis dataset with 1.9M reactions from patents (1976-2016). Predict the reactants needed to synthesize the given product. (1) Given the product [C:10]([C:12]1[CH:20]=[CH:19][C:15]([C:16]([NH:21][C:22]2[CH:23]=[C:24]([CH:37]=[CH:38][C:39]=2[CH3:40])[C:25]([NH:27][C:28]2[CH:33]=[CH:32][CH:31]=[C:30]([N:34]([CH3:36])[CH3:35])[CH:29]=2)=[O:26])=[O:17])=[CH:14][CH:13]=1)([OH:9])=[O:11], predict the reactants needed to synthesize it. The reactants are: C(N(CC)CC)C.C[O:9][C:10]([C:12]1[CH:20]=[CH:19][C:15]([C:16](Cl)=[O:17])=[CH:14][CH:13]=1)=[O:11].[NH2:21][C:22]1[CH:23]=[C:24]([CH:37]=[CH:38][C:39]=1[CH3:40])[C:25]([NH:27][C:28]1[CH:33]=[CH:32][CH:31]=[C:30]([N:34]([CH3:36])[CH3:35])[CH:29]=1)=[O:26]. (2) Given the product [F:18][C:17]([F:20])([F:19])[C:15]1[CH:14]=[C:13]([C@H:21]([O:23][C@@H:24]2[C@@H:29]([C:30]3[CH:35]=[CH:34][C:33]([F:36])=[CH:32][CH:31]=3)[C@H:28]([CH:37]=[O:5])[CH2:27][CH2:26][O:25]2)[CH3:22])[CH:12]=[C:11]([C:10]([F:39])([F:40])[F:9])[CH:16]=1, predict the reactants needed to synthesize it. The reactants are: C[N+]1([O-])CC[O:5]CC1.[F:9][C:10]([F:40])([F:39])[C:11]1[CH:12]=[C:13]([C@H:21]([O:23][C@@H:24]2[C@@H:29]([C:30]3[CH:35]=[CH:34][C:33]([F:36])=[CH:32][CH:31]=3)[C@H:28]([CH:37]=C)[CH2:27][CH2:26][O:25]2)[CH3:22])[CH:14]=[C:15]([C:17]([F:20])([F:19])[F:18])[CH:16]=1.I([O-])(=O)(=O)=O.[Na+].